Dataset: Reaction yield outcomes from USPTO patents with 853,638 reactions. Task: Predict the reaction yield, written as a fraction of the theoretical maximum amount of product (1.0 means a 100% yield; for example, 0.34 means a 34% yield). (1) The reactants are [N:1]1([CH2:8][CH2:9][O:10][C:11]2[CH:38]=[CH:37][C:14]([C:15]([C:17]3[C:26]4[C:21](=[CH:22][C:23]([O:27][CH3:28])=[CH:24][CH:25]=4)[CH:20]=[CH:19][C:18]=3OS(C(F)(F)F)(=O)=O)=[O:16])=[CH:13][CH:12]=2)[CH2:7][CH2:6][CH2:5][CH2:4][CH2:3][CH2:2]1.[F:39][C:40]1[CH:45]=[C:44]([F:46])[CH:43]=[C:42]([F:47])[C:41]=1B(O)O.P([O-])([O-])([O-])=O.[K+].[K+].[K+].CO. The catalyst is CN(C=O)C.ClCCl.C1C=CC([P]([Pd]([P](C2C=CC=CC=2)(C2C=CC=CC=2)C2C=CC=CC=2)([P](C2C=CC=CC=2)(C2C=CC=CC=2)C2C=CC=CC=2)[P](C2C=CC=CC=2)(C2C=CC=CC=2)C2C=CC=CC=2)(C2C=CC=CC=2)C2C=CC=CC=2)=CC=1. The product is [N:1]1([CH2:8][CH2:9][O:10][C:11]2[CH:38]=[CH:37][C:14]([C:15]([C:17]3[C:26]4[C:21](=[CH:22][C:23]([O:27][CH3:28])=[CH:24][CH:25]=4)[CH:20]=[CH:19][C:18]=3[C:41]3[C:40]([F:39])=[CH:45][C:44]([F:46])=[CH:43][C:42]=3[F:47])=[O:16])=[CH:13][CH:12]=2)[CH2:2][CH2:3][CH2:4][CH2:5][CH2:6][CH2:7]1. The yield is 0.350. (2) The reactants are [OH-].[Li+].[F:3][C:4]([F:37])([F:36])[C:5]1[N:6]=[CH:7][N:8]([C:10]2[CH:35]=[CH:34][C:13]([O:14][CH:15]([C:19]3[CH:33]=[CH:32][C:22]([C:23]([NH:25][CH2:26][CH2:27][C:28]([O:30]C)=[O:29])=[O:24])=[CH:21][CH:20]=3)[CH2:16][CH2:17][CH3:18])=[CH:12][CH:11]=2)[CH:9]=1.Cl. The catalyst is O1CCCC1. The product is [F:37][C:4]([F:3])([F:36])[C:5]1[N:6]=[CH:7][N:8]([C:10]2[CH:35]=[CH:34][C:13]([O:14][CH:15]([C:19]3[CH:33]=[CH:32][C:22]([C:23]([NH:25][CH2:26][CH2:27][C:28]([OH:30])=[O:29])=[O:24])=[CH:21][CH:20]=3)[CH2:16][CH2:17][CH3:18])=[CH:12][CH:11]=2)[CH:9]=1. The yield is 0.980. (3) The reactants are [Br:1][C:2]1[CH:23]=[C:22]2[C:5]([CH2:6][C:7]3([C:15]42[NH:19][C:18](=S)[C:17]([CH3:21])=[N:16]4)[CH2:12][CH2:11][C:10]([F:14])([F:13])[CH2:9][CH2:8]3)=[CH:4][CH:3]=1.[NH3:24]. No catalyst specified. The product is [Br:1][C:2]1[CH:23]=[C:22]2[C:5]([CH2:6][C:7]3([C:15]42[N:19]=[C:18]([NH2:24])[C:17]([CH3:21])=[N:16]4)[CH2:12][CH2:11][C:10]([F:14])([F:13])[CH2:9][CH2:8]3)=[CH:4][CH:3]=1. The yield is 0.390.